Dataset: Acute oral toxicity (LD50) regression data from Zhu et al.. Task: Regression/Classification. Given a drug SMILES string, predict its toxicity properties. Task type varies by dataset: regression for continuous values (e.g., LD50, hERG inhibition percentage) or binary classification for toxic/non-toxic outcomes (e.g., AMES mutagenicity, cardiotoxicity, hepatotoxicity). Dataset: ld50_zhu. The molecule is Clc1ccc(C2(Cn3cncn3)CC(Br)CO2)c(Cl)c1. The rat oral LD50 is 3.01, given as -log10 of the dose in mol/kg body weight (higher means more acutely toxic).